Dataset: Forward reaction prediction with 1.9M reactions from USPTO patents (1976-2016). Task: Predict the product of the given reaction. (1) Given the reactants [CH2:1]([O:8][C:9]1[CH:10]=[C:11]2[C:15](=[CH:16][CH:17]=1)[NH:14][CH:13]=[CH:12]2)[C:2]1[CH:7]=[CH:6][CH:5]=[CH:4][CH:3]=1.CC([O-])(C)C.[K+].Br[CH2:25][CH2:26][CH2:27][CH2:28][CH2:29][CH2:30][CH2:31][CH3:32], predict the reaction product. The product is: [CH2:25]([N:14]1[C:15]2[C:11](=[CH:10][C:9]([O:8][CH2:1][C:2]3[CH:3]=[CH:4][CH:5]=[CH:6][CH:7]=3)=[CH:17][CH:16]=2)[CH:12]=[CH:13]1)[CH2:26][CH2:27][CH2:28][CH2:29][CH2:30][CH2:31][CH3:32]. (2) The product is: [CH:1]1([C:5]2[C:31]([O:32][CH2:33][CH3:34])=[CH:30][C:8]([CH2:9][N:10]3[CH2:11][C:12]4([CH2:17][C:16]([N:18]5[CH2:23][CH2:22][C:21]([CH3:29])([C:24]([OH:26])=[O:25])[CH2:20][CH2:19]5)=[N:15][O:14]4)[CH2:13]3)=[CH:7][C:6]=2[O:35][CH2:36][CH3:37])[CH2:4][CH2:3][CH2:2]1. Given the reactants [CH:1]1([C:5]2[C:31]([O:32][CH2:33][CH3:34])=[CH:30][C:8]([CH2:9][N:10]3[CH2:13][C:12]4([CH2:17][C:16]([N:18]5[CH2:23][CH2:22][C:21]([CH3:29])([C:24]([O:26]CC)=[O:25])[CH2:20][CH2:19]5)=[N:15][O:14]4)[CH2:11]3)=[CH:7][C:6]=2[O:35][CH2:36][CH3:37])[CH2:4][CH2:3][CH2:2]1.[OH-].[Na+].CO.Cl, predict the reaction product. (3) Given the reactants [Cl:1][C:2]1[CH:3]=[CH:4][CH:5]=[C:6]2[C:11]=1[N:10]=[N:9][C:8]([C:12]1[CH:17]=[CH:16][CH:15]=[CH:14][CH:13]=1)=[C:7]2[C:18]1[CH:19]=[C:20]([NH2:24])[CH:21]=[CH:22][CH:23]=1.[F:25][C:26]1[CH:33]=[CH:32][C:31]([C:34]([F:37])([F:36])[F:35])=[CH:30][C:27]=1[CH:28]=O, predict the reaction product. The product is: [Cl:1][C:2]1[CH:3]=[CH:4][CH:5]=[C:6]2[C:11]=1[N:10]=[N:9][C:8]([C:12]1[CH:13]=[CH:14][CH:15]=[CH:16][CH:17]=1)=[C:7]2[C:18]1[CH:19]=[C:20]([NH:24][CH2:28][C:27]2[CH:30]=[C:31]([C:34]([F:35])([F:37])[F:36])[CH:32]=[CH:33][C:26]=2[F:25])[CH:21]=[CH:22][CH:23]=1. (4) Given the reactants [Cl:1][C:2]1[CH:3]=[C:4]([C@H:9]([NH:13][C:14](=[O:20])[O:15][C:16]([CH3:19])([CH3:18])[CH3:17])[CH2:10][CH2:11][OH:12])[CH:5]=[CH:6][C:7]=1[Cl:8].[CH3:21][S:22](Cl)(=[O:24])=[O:23], predict the reaction product. The product is: [CH3:21][S:22]([O:12][CH2:11][CH2:10][C@@H:9]([NH:13][C:14]([O:15][C:16]([CH3:17])([CH3:19])[CH3:18])=[O:20])[C:4]1[CH:5]=[CH:6][C:7]([Cl:8])=[C:2]([Cl:1])[CH:3]=1)(=[O:24])=[O:23].